Dataset: Reaction yield outcomes from USPTO patents with 853,638 reactions. Task: Predict the reaction yield, written as a fraction of the theoretical maximum amount of product (1.0 means a 100% yield; for example, 0.34 means a 34% yield). (1) The reactants are [N:1]1([CH2:7][CH2:8][OH:9])[CH2:6][CH2:5][CH2:4][CH2:3][CH2:2]1.[H-].[Na+].[Cl-].[N:13]1[C:22]2[C:17](=[CH:18][N:19]=[CH:20][CH:21]=2)[CH:16]=[CH:15][CH:14]=1.[CH3:23]N(C=O)C. The catalyst is CCOC(C)=O.O. The product is [CH3:23][C:18]1[N:19]=[CH:20][CH:21]=[C:22]2[C:17]=1[CH:16]=[CH:15][C:14]([O:9][CH2:8][CH2:7][N:1]1[CH2:6][CH2:5][CH2:4][CH2:3][CH2:2]1)=[N:13]2. The yield is 0.410. (2) The reactants are [CH3:1][O:2][C:3]([NH:5][C@H:6]([C:10]([N:12]1[CH:16]([C:17]([O:19]CC)=[O:18])[CH2:15][C:14]2([CH2:26][CH2:25][O:24][CH2:23][CH2:22]2)[CH2:13]1)=[O:11])[CH:7]([CH3:9])[CH3:8])=[O:4].O.[OH-].[Li+].Cl. The catalyst is C1COCC1.O.CO. The product is [CH3:1][O:2][C:3]([NH:5][C@H:6]([C:10]([N:12]1[CH:16]([C:17]([OH:19])=[O:18])[CH2:15][C:14]2([CH2:26][CH2:25][O:24][CH2:23][CH2:22]2)[CH2:13]1)=[O:11])[CH:7]([CH3:9])[CH3:8])=[O:4]. The yield is 0.740. (3) The reactants are [CH3:1][C:2]1[O:6][N:5]=[C:4]([C:7]2[CH:12]=[CH:11][CH:10]=[CH:9][CH:8]=2)[C:3]=1[CH2:13][O:14][C:15]1[N:20]=[CH:19][C:18]([NH2:21])=[CH:17][CH:16]=1.C(N(CC)CC)C.[C:29](Cl)(=[O:31])[CH3:30]. The catalyst is C1COCC1. The product is [CH3:1][C:2]1[O:6][N:5]=[C:4]([C:7]2[CH:12]=[CH:11][CH:10]=[CH:9][CH:8]=2)[C:3]=1[CH2:13][O:14][C:15]1[N:20]=[CH:19][C:18]([NH:21][C:29](=[O:31])[CH3:30])=[CH:17][CH:16]=1. The yield is 0.840.